Dataset: Reaction yield outcomes from USPTO patents with 853,638 reactions. Task: Predict the reaction yield, written as a fraction of the theoretical maximum amount of product (1.0 means a 100% yield; for example, 0.34 means a 34% yield). (1) The reactants are [F:1][C:2]1[C:11]2[CH:12]([CH2:14][NH:15][CH2:16][CH2:17][C@@H:18]3[O:22][C:21](=[O:23])[N:20]([C:24]4[CH:25]=[CH:26][C:27]5[S:32][CH2:31][C:30](=[O:33])[NH:29][C:28]=5[CH:34]=4)[CH2:19]3)[CH2:13][N:9]3[C:10]=2[C:5]([CH:6]=[CH:7][C:8]3=[O:35])=[CH:4][CH:3]=1.[Si:36]([O:43][CH2:44][CH2:45][CH:46]=O)([C:39]([CH3:42])([CH3:41])[CH3:40])([CH3:38])[CH3:37]. No catalyst specified. The product is [C:39]([Si:36]([CH3:38])([CH3:37])[O:43][CH2:44][CH2:45][CH2:46][N:15]([CH2:14][CH:12]1[C:11]2=[C:10]3[C:5](=[CH:4][CH:3]=[C:2]2[F:1])[CH:6]=[CH:7][C:8](=[O:35])[N:9]3[CH2:13]1)[CH2:16][CH2:17][C@@H:18]1[O:22][C:21](=[O:23])[N:20]([C:24]2[CH:25]=[CH:26][C:27]3[S:32][CH2:31][C:30](=[O:33])[NH:29][C:28]=3[CH:34]=2)[CH2:19]1)([CH3:42])([CH3:41])[CH3:40]. The yield is 0.870. (2) The reactants are [CH3:1][N:2]1[C:10](=[O:11])[C:9]2[NH:8][C:7]([CH2:12][C:13]3[CH:14]=[C:15]([CH:18]=[CH:19][CH:20]=3)[C:16]#N)=[N:6][C:5]=2[N:4]([CH3:21])[C:3]1=[O:22].S(=O)(=O)(O)O.[OH2:28].[CH2:29]([OH:31])[CH3:30]. No catalyst specified. The product is [CH3:1][N:2]1[C:10](=[O:11])[C:9]2[NH:8][C:7]([CH2:12][C:13]3[CH:14]=[C:15]([CH:18]=[CH:19][CH:20]=3)[C:16]([O:31][CH2:29][CH3:30])=[O:28])=[N:6][C:5]=2[N:4]([CH3:21])[C:3]1=[O:22]. The yield is 0.730. (3) The product is [C:1]([C:5]1[CH:10]=[CH:9][C:8]([C:11]2[N:15]([CH3:16])[N:14]=[C:13]([C:17](=[N:22][NH:21][C:23]([C:25]3[S:29][C:28]([C:30]([O:32][CH3:33])=[O:31])=[CH:27][CH:26]=3)=[O:24])[CH3:18])[C:12]=2[OH:20])=[CH:7][CH:6]=1)([CH3:4])([CH3:3])[CH3:2]. The catalyst is CN(C)C=O. The reactants are [C:1]([C:5]1[CH:10]=[CH:9][C:8]([C:11]2[N:15]([CH3:16])[N:14]=[C:13]([C:17](=O)[CH3:18])[C:12]=2[OH:20])=[CH:7][CH:6]=1)([CH3:4])([CH3:3])[CH3:2].[NH:21]([C:23]([C:25]1[S:29][C:28]([C:30]([O:32][CH3:33])=[O:31])=[CH:27][CH:26]=1)=[O:24])[NH2:22]. The yield is 0.310. (4) The reactants are [Cl:1][C:2]1[C:7]2=[N:8][CH:9]=[C:10]([O:12][CH2:13][C:14]3O[CH:16]=[CH:17][N:18]=3)[N:11]=[C:6]2[CH:5]=[CH:4][N:3]=1.ClC1N=C2C=CN=C(Cl)C2=NC=1.C[C:32]1[S:33]C=C(CO)N=1. No catalyst specified. The product is [Cl:1][C:2]1[C:7]2=[N:8][CH:9]=[C:10]([O:12][CH2:13][C:14]3[N:18]=[C:17]([CH3:16])[S:33][CH:32]=3)[N:11]=[C:6]2[CH:5]=[CH:4][N:3]=1. The yield is 1.00. (5) The reactants are [Br:1][C:2]1[CH:3]=[C:4]([N+:21]([O-:23])=[O:22])[CH:5]=[C:6]([Br:20])[C:7]=1[O:8][C:9]1[CH:14]=[CH:13][C:12]([O:15]C)=[C:11]([CH:17]([CH3:19])[CH3:18])[CH:10]=1.B(Br)(Br)Br. The catalyst is C(Cl)Cl. The product is [Br:1][C:2]1[CH:3]=[C:4]([N+:21]([O-:23])=[O:22])[CH:5]=[C:6]([Br:20])[C:7]=1[O:8][C:9]1[CH:14]=[CH:13][C:12]([OH:15])=[C:11]([CH:17]([CH3:19])[CH3:18])[CH:10]=1. The yield is 0.900.